This data is from Full USPTO retrosynthesis dataset with 1.9M reactions from patents (1976-2016). The task is: Predict the reactants needed to synthesize the given product. (1) Given the product [NH:37]1[C:1]([C:3]2[CH:4]=[C:5]([C:9]3[C:18]4[C:13](=[C:14]5[CH:22]=[CH:21][CH:20]=[CH:19][C:15]5=[CH:16][CH:17]=4)[NH:12][C:11](=[O:23])[N:10]=3)[CH:6]=[CH:7][CH:8]=2)=[N:2][N:39]=[N:38]1, predict the reactants needed to synthesize it. The reactants are: [C:1]([C:3]1[CH:4]=[C:5]([C:9]2[C:18]3[C:13](=[C:14]4[CH:22]=[CH:21][CH:20]=[CH:19][C:15]4=[CH:16][CH:17]=3)[NH:12][C:11](=[O:23])[N:10]=2)[CH:6]=[CH:7][CH:8]=1)#[N:2].C([Sn]([N:37]=[N+:38]=[N-:39])(CCCC)CCCC)CCC.[OH-].[Na+]. (2) Given the product [CH2:7]([N:14]1[CH2:19][CH2:18][CH:17]([NH:20][CH3:21])[CH2:16][CH2:15]1)[C:8]1[CH:9]=[CH:10][CH:11]=[CH:12][CH:13]=1, predict the reactants needed to synthesize it. The reactants are: C(=O)([O-])[O-].[K+].[K+].[CH2:7]([N:14]1[CH2:19][CH2:18][CH:17]([N:20](C)[C:21](=O)C(F)(F)F)[CH2:16][CH2:15]1)[C:8]1[CH:13]=[CH:12][CH:11]=[CH:10][CH:9]=1. (3) The reactants are: C([Li])[CH2:2][CH2:3][CH3:4].I[C:7]1[C:15]2[C:10](=[C:11]([O:18][CH3:19])[CH:12]=[C:13]([O:16][CH3:17])[CH:14]=2)[N:9]([C:20]([OH:22])=[O:21])[CH:8]=1.[B:23](OCCCC)([O:29]CCCC)[O:24]CCCC.[CH3:39]CCCCC. Given the product [C:3]([O:22][C:20]([N:9]1[C:10]2[C:15](=[CH:14][C:13]([O:16][CH3:17])=[CH:12][C:11]=2[O:18][CH3:19])[C:7]([B:23]([OH:29])[OH:24])=[CH:8]1)=[O:21])([CH3:2])([CH3:4])[CH3:39], predict the reactants needed to synthesize it.